From a dataset of Catalyst prediction with 721,799 reactions and 888 catalyst types from USPTO. Predict which catalyst facilitates the given reaction. (1) Reactant: [Br:1][C:2]1[CH:3]=[C:4]2[C:8](=[CH:9][CH:10]=1)/[C:7](=[CH:11]/[O:12]C)/[CH2:6][CH2:5]2.CC(=CCC)C.Cl([O-])=[O:21].[Na+].P([O-])(O)(O)=O.[Na+]. Product: [Br:1][C:2]1[CH:3]=[C:4]2[C:8](=[CH:9][CH:10]=1)[CH:7]([C:11]([OH:12])=[O:21])[CH2:6][CH2:5]2. The catalyst class is: 371. (2) Reactant: Cl.[NH2:2][CH:3]([CH2:7][NH2:8])[C:4]([OH:6])=[O:5].[Cl:9][C:10]1[CH:15]=[CH:14][C:13]([C:16](=O)[C:17]([C:19]2[CH:24]=[CH:23][C:22]([Cl:25])=[CH:21][CH:20]=2)=O)=[CH:12][CH:11]=1.[OH-].[Na+]. Product: [Cl:9][C:10]1[CH:11]=[CH:12][C:13]([C:16]2[N:8]=[CH:7][C:3]([C:4]([OH:6])=[O:5])=[N:2][C:17]=2[C:19]2[CH:20]=[CH:21][C:22]([Cl:25])=[CH:23][CH:24]=2)=[CH:14][CH:15]=1. The catalyst class is: 5. (3) Reactant: Br[CH2:2][C:3]1[C:15]([Cl:16])=[CH:14][C:6]([C:7]([O:9][C:10]([CH3:13])([CH3:12])[CH3:11])=[O:8])=[C:5]([F:17])[CH:4]=1.[Cl:18][C:19]1[CH:20]=[C:21]([OH:28])[CH:22]=[N:23][C:24]=1[CH:25]1[CH2:27][CH2:26]1.C([O-])([O-])=O.[K+].[K+]. Product: [Cl:16][C:15]1[C:3]([CH2:2][O:28][C:21]2[CH:22]=[N:23][C:24]([CH:25]3[CH2:27][CH2:26]3)=[C:19]([Cl:18])[CH:20]=2)=[CH:4][C:5]([F:17])=[C:6]([CH:14]=1)[C:7]([O:9][C:10]([CH3:13])([CH3:12])[CH3:11])=[O:8]. The catalyst class is: 16. (4) Reactant: Cl[C:2]1[N:7]=[CH:6][N:5]=[C:4]2[N:8]([CH2:11][CH2:12][N:13]3[CH2:18][CH2:17][CH2:16][CH2:15][CH2:14]3)[N:9]=[CH:10][C:3]=12.[C:19]1(B(O)O)[CH:24]=[CH:23][CH:22]=[CH:21][CH:20]=1.C([O-])([O-])=O.[K+].[K+]. Product: [C:19]1([C:2]2[N:7]=[CH:6][N:5]=[C:4]3[N:8]([CH2:11][CH2:12][N:13]4[CH2:18][CH2:17][CH2:16][CH2:15][CH2:14]4)[N:9]=[CH:10][C:3]=23)[CH:24]=[CH:23][CH:22]=[CH:21][CH:20]=1. The catalyst class is: 109. (5) Reactant: [Br:1][C:2]1[CH:16]=[C:15]2[C:5]([CH2:6][C:7]([CH2:18][O:19][Si](C(C)(C)C)(C)C)([CH3:17])[CH2:8][C:9]32[CH2:13][O:12][C:11]([NH2:14])=[N:10]3)=[CH:4][CH:3]=1.[F-].C([N+](CCCC)(CCCC)CCCC)CCC. Product: [NH2:14][C:11]1[O:12][CH2:13][C:9]2([C:15]3[C:5](=[CH:4][CH:3]=[C:2]([Br:1])[CH:16]=3)[CH2:6][C:7]([CH2:18][OH:19])([CH3:17])[CH2:8]2)[N:10]=1. The catalyst class is: 1. (6) Reactant: [NH:1]1[CH2:6][CH2:5][CH:4]([NH:7][C:8]2[N:13]=[C:12]([NH:14][C:15]3[CH:20]=[CH:19][CH:18]=[C:17]([C:21]([F:24])([F:23])[F:22])[CH:16]=3)[N:11]=[C:10]([O:25][CH2:26][C:27]([F:30])([F:29])[F:28])[N:9]=2)[CH2:3][CH2:2]1.[F:31][C:32]1[CH:37]=[CH:36][C:35]([S:38](Cl)(=[O:40])=[O:39])=[CH:34][C:33]=1[C:42]([F:45])([F:44])[F:43]. Product: [F:31][C:32]1[CH:37]=[CH:36][C:35]([S:38]([N:1]2[CH2:2][CH2:3][CH:4]([NH:7][C:8]3[N:13]=[C:12]([NH:14][C:15]4[CH:20]=[CH:19][CH:18]=[C:17]([C:21]([F:24])([F:23])[F:22])[CH:16]=4)[N:11]=[C:10]([O:25][CH2:26][C:27]([F:30])([F:28])[F:29])[N:9]=3)[CH2:5][CH2:6]2)(=[O:39])=[O:40])=[CH:34][C:33]=1[C:42]([F:45])([F:43])[F:44]. The catalyst class is: 95.